From a dataset of Forward reaction prediction with 1.9M reactions from USPTO patents (1976-2016). Predict the product of the given reaction. (1) Given the reactants [F:1][C:2]([F:10])([F:9])[C:3]([OH:8])([CH3:7])[C:4](O)=[O:5].[CH3:11][CH:12]([CH3:30])[CH2:13][CH2:14][NH:15][C:16]([C:18]1[N:19]=[N:20][C:21]([N:24]2[CH2:29][CH2:28][NH:27][CH2:26][CH2:25]2)=[CH:22][CH:23]=1)=[O:17], predict the reaction product. The product is: [CH:12]1([CH2:13][CH2:14][NH:15][C:16]([C:18]2[N:19]=[N:20][C:21]([N:24]3[CH2:29][CH2:28][N:27]([C:4](=[O:5])[C:3]([OH:8])([CH3:7])[C:2]([F:10])([F:9])[F:1])[CH2:26][CH2:25]3)=[CH:22][CH:23]=2)=[O:17])[CH2:30][CH2:11]1. (2) Given the reactants [CH3:1][O:2][C:3]([C:5]1[S:6][C:7]([C:33]2(O)[CH2:38][CH2:37][CH2:36][CH:35]=[CH:34]2)=[CH:8][C:9]=1[N:10]([C:24]([C@H:26]1[CH2:31][CH2:30][C@H:29]([CH3:32])[CH2:28][CH2:27]1)=[O:25])[C@H:11]1[CH2:16][CH2:15][C@H:14]([O:17][CH:18]2[CH2:23][CH2:22][CH2:21][CH2:20][O:19]2)[CH2:13][CH2:12]1)=[O:4].C([SiH](CC)CC)C.FC(F)(F)C(O)=[O:50].C([O-])(O)=O.[Na+], predict the reaction product. The product is: [CH3:1][O:2][C:3]([C:5]1[S:6][C:7]([C:33]2[CH2:38][CH2:37][CH2:36][CH:35]([OH:50])[CH:34]=2)=[CH:8][C:9]=1[N:10]([C:24]([C@H:26]1[CH2:27][CH2:28][C@H:29]([CH3:32])[CH2:30][CH2:31]1)=[O:25])[C@H:11]1[CH2:12][CH2:13][C@H:14]([O:17][CH:18]2[CH2:23][CH2:22][CH2:21][CH2:20][O:19]2)[CH2:15][CH2:16]1)=[O:4]. (3) The product is: [CH3:20][N:21]([CH3:23])/[CH:22]=[CH:1]/[C:2]1[C:7]([C:8]#[N:9])=[C:6]([NH:10][C:11]2[CH:16]=[CH:15][CH:14]=[C:13]([CH3:17])[CH:12]=2)[N:5]=[C:4]([S:18][CH3:19])[N:3]=1. Given the reactants [CH3:1][C:2]1[C:7]([C:8]#[N:9])=[C:6]([NH:10][C:11]2[CH:16]=[CH:15][CH:14]=[C:13]([CH3:17])[CH:12]=2)[N:5]=[C:4]([S:18][CH3:19])[N:3]=1.[CH3:20][N:21]([CH:23]=O)[CH3:22], predict the reaction product.